Dataset: Reaction yield outcomes from USPTO patents with 853,638 reactions. Task: Predict the reaction yield, written as a fraction of the theoretical maximum amount of product (1.0 means a 100% yield; for example, 0.34 means a 34% yield). The reactants are [C:1]([O:5][C:6]([N:8]1[CH2:13][CH2:12][C:11](=O)[CH2:10][CH2:9]1)=[O:7])([CH3:4])([CH3:3])[CH3:2].CO.[CH3:17][NH2:18]. The catalyst is [Pd]. The product is [C:1]([O:5][C:6]([N:8]1[CH2:13][CH2:12][CH:11]([CH2:17][NH2:18])[CH2:10][CH2:9]1)=[O:7])([CH3:4])([CH3:3])[CH3:2]. The yield is 0.935.